Dataset: Full USPTO retrosynthesis dataset with 1.9M reactions from patents (1976-2016). Task: Predict the reactants needed to synthesize the given product. (1) Given the product [Cl:1][C:2]1[CH:7]=[CH:6][C:5]([C:8]2([C:11]([N:13]3[CH2:17][CH2:16][CH:15]([C:18]4[CH:23]=[CH:22][CH:21]=[CH:20][C:19]=4[CH3:24])[CH2:14]3)=[O:12])[CH2:9][CH2:10]2)=[CH:4][CH:3]=1, predict the reactants needed to synthesize it. The reactants are: [Cl:1][C:2]1[CH:7]=[CH:6][C:5]([C:8]2([C:11]([N:13]3[CH2:17][CH:16]=[C:15]([C:18]4[CH:23]=[CH:22][CH:21]=[CH:20][C:19]=4[CH3:24])[CH2:14]3)=[O:12])[CH2:10][CH2:9]2)=[CH:4][CH:3]=1.CO. (2) Given the product [ClH:27].[Cl:27][C:28]1[CH:35]=[CH:34][C:31]([C:32]#[N:33])=[C:30]([S:15][CH:11]([CH2:10][CH2:9][NH:7][CH3:6])[CH2:12][CH2:13][CH3:14])[CH:29]=1, predict the reactants needed to synthesize it. The reactants are: CC(O[C:6](=O)[N:7]([CH2:9][CH2:10][CH:11]([S:15]C(=O)C1C=CC=CC=1)[CH2:12][CH2:13][CH3:14])C)(C)C.[OH-].[Na+].[Cl:27][C:28]1[CH:35]=[CH:34][C:31]([C:32]#[N:33])=[C:30](F)[CH:29]=1. (3) The reactants are: CCN(CC)CC.[NH2:8][C:9]1[CH:10]=[C:11]([CH:17]=[CH:18][CH:19]=1)[C:12]([O:14]CC)=[O:13].N1P(Cl)(Cl)=NP(Cl)(Cl)=NP=1(Cl)Cl.[Br:32][C:33]1[C:34]([CH3:51])=[N:35][O:36][C:37]=1[NH:38][S:39]([C:42]1[CH:46]=[CH:45][S:44][C:43]=1[C:47](OC)=[O:48])(=[O:41])=[O:40]. Given the product [Br:32][C:33]1[C:34]([CH3:51])=[N:35][O:36][C:37]=1[NH:38][S:39]([C:42]1[CH:46]=[CH:45][S:44][C:43]=1[C:47]([NH:8][C:9]1[CH:19]=[CH:18][CH:17]=[C:11]([C:12]([OH:14])=[O:13])[CH:10]=1)=[O:48])(=[O:40])=[O:41], predict the reactants needed to synthesize it. (4) Given the product [N:10]1[N:11]2[CH:16]=[CH:15][CH:14]=[CH:13][C:12]2=[C:8]([C:4]2[N:3]=[C:2]([NH:17][C@@H:18]3[CH2:23][CH2:22][CH2:21][N:20]([C:24]([O:26][C:27]([CH3:30])([CH3:29])[CH3:28])=[O:25])[CH2:19]3)[CH:7]=[CH:6][N:5]=2)[CH:9]=1, predict the reactants needed to synthesize it. The reactants are: Cl[C:2]1[CH:7]=[CH:6][N:5]=[C:4]([C:8]2[CH:9]=[N:10][N:11]3[CH:16]=[CH:15][CH:14]=[CH:13][C:12]=23)[N:3]=1.[NH2:17][C@@H:18]1[CH2:23][CH2:22][CH2:21][N:20]([C:24]([O:26][C:27]([CH3:30])([CH3:29])[CH3:28])=[O:25])[CH2:19]1.